This data is from Catalyst prediction with 721,799 reactions and 888 catalyst types from USPTO. The task is: Predict which catalyst facilitates the given reaction. Reactant: [NH:1]1[C:9]2[C:4](=[CH:5][CH:6]=[CH:7][CH:8]=2)[CH:3]=[C:2]1C(OCC)=O.[H-].[Na+].[C:17]1([S:23](Cl)(=[O:25])=[O:24])[CH:22]=[CH:21][CH:20]=[CH:19][CH:18]=1.ClCCl. Product: [C:17]1([S:23]([N:1]2[C:9]3[C:4](=[CH:5][CH:6]=[CH:7][CH:8]=3)[CH:3]=[CH:2]2)(=[O:25])=[O:24])[CH:22]=[CH:21][CH:20]=[CH:19][CH:18]=1. The catalyst class is: 18.